From a dataset of Full USPTO retrosynthesis dataset with 1.9M reactions from patents (1976-2016). Predict the reactants needed to synthesize the given product. (1) Given the product [C:9]1(=[O:8])[C:12]2[CH:13]=[CH:14][CH:15]=[CH:16][C:11]=2[CH2:10]1, predict the reactants needed to synthesize it. The reactants are: C([Si]([O:8][C:9]1(OCC)[C:12]2[CH:13]=[CH:14][CH:15]=[CH:16][C:11]=2[CH2:10]1)(C)C)(C)(C)C. (2) Given the product [CH:15]([C:3]1[CH2:4][C:5]2[CH:6]=[CH:7][C:8]3[N:9]=[C:10]([CH3:14])[O:11][C:12]=3[C:13]=2[C:2]=1[CH2:18][CH2:19][NH:20][C:21](=[O:23])[CH3:22])([CH3:17])[CH3:16], predict the reactants needed to synthesize it. The reactants are: O[C:2]1([CH2:18][CH2:19][NH:20][C:21](=[O:23])[CH3:22])[C:13]2[C:12]3[O:11][C:10]([CH3:14])=[N:9][C:8]=3[CH:7]=[CH:6][C:5]=2[CH2:4][CH:3]1[CH:15]([CH3:17])[CH3:16].O.C1(C)C=CC(S(O)(=O)=O)=CC=1.S([O-])([O-])(=O)=O.[Mg+2].